From a dataset of Forward reaction prediction with 1.9M reactions from USPTO patents (1976-2016). Predict the product of the given reaction. The product is: [OH:1][CH:2]1[CH2:5][N:4]([C:6]([N:8]2[CH2:13][CH:12]([C:14]3[CH:15]=[CH:16][C:17]([O:20][C:21]([F:23])([F:24])[F:22])=[CH:18][CH:19]=3)[CH2:11][CH:10]([C:25]3[O:27][N:34]=[C:30]([CH:31]([CH3:33])[CH3:32])[N:29]=3)[CH2:9]2)=[O:7])[CH2:3]1. Given the reactants [OH:1][CH:2]1[CH2:5][N:4]([C:6]([N:8]2[CH2:13][CH:12]([C:14]3[CH:19]=[CH:18][C:17]([O:20][C:21]([F:24])([F:23])[F:22])=[CH:16][CH:15]=3)[CH2:11][CH:10]([C:25]([OH:27])=O)[CH2:9]2)=[O:7])[CH2:3]1.O[N:29]=[C:30]([NH2:34])[CH:31]([CH3:33])[CH3:32], predict the reaction product.